Dataset: Catalyst prediction with 721,799 reactions and 888 catalyst types from USPTO. Task: Predict which catalyst facilitates the given reaction. (1) Reactant: [Br:1][C:2]1[C:3]([OH:41])=[C:4]([C@@H:12]([NH:19][C:20](=[O:40])[CH2:21][NH:22][C:23](=[O:39])[C:24]2[CH:29]=[C:28]([NH:30][C:31]3[NH:32][CH2:33][CH:34]([OH:37])[CH2:35][N:36]=3)[CH:27]=[C:26]([OH:38])[CH:25]=2)[CH2:13][C:14]([O:16]CC)=[O:15])[CH:5]=[C:6]([C:8]([CH3:11])([CH3:10])[CH3:9])[CH:7]=1.C(#N)C.O.O.[OH-].[Li+]. Product: [Br:1][C:2]1[C:3]([OH:41])=[C:4]([C@@H:12]([NH:19][C:20](=[O:40])[CH2:21][NH:22][C:23](=[O:39])[C:24]2[CH:29]=[C:28]([NH:30][C:31]3[NH:36][CH2:35][CH:34]([OH:37])[CH2:33][N:32]=3)[CH:27]=[C:26]([OH:38])[CH:25]=2)[CH2:13][C:14]([OH:16])=[O:15])[CH:5]=[C:6]([C:8]([CH3:9])([CH3:10])[CH3:11])[CH:7]=1. The catalyst class is: 192. (2) Reactant: C([O:5][C:6]([CH:8]1[CH:12]([C:13]2[CH:18]=[CH:17][CH:16]=[C:15]([Cl:19])[C:14]=2[F:20])[C:11]([C:23]2[CH:28]=[CH:27][C:26]([Cl:29])=[CH:25][C:24]=2[F:30])([C:21]#[N:22])[CH:10]([CH2:31][C:32]([CH3:43])([CH3:42])[CH2:33][O:34][Si](C(C)(C)C)(C)C)[NH:9]1)=[O:7])(C)(C)C.[F:44][C:45]([F:50])([F:49])[C:46]([OH:48])=[O:47]. Product: [F:44][C:45]([F:50])([F:49])[C:46]([OH:48])=[O:47].[Cl:19][C:15]1[C:14]([F:20])=[C:13]([CH:12]2[C:11]([C:23]3[CH:28]=[CH:27][C:26]([Cl:29])=[CH:25][C:24]=3[F:30])([C:21]#[N:22])[CH:10]([CH2:31][C:32]([CH3:42])([CH3:43])[CH2:33][OH:34])[NH:9][CH:8]2[C:6]([OH:7])=[O:5])[CH:18]=[CH:17][CH:16]=1. The catalyst class is: 4. (3) Reactant: [Cl:1][C:2]1[CH:7]=[CH:6][CH:5]=[CH:4][C:3]=1[S:8]([NH:11][CH2:12][C:13]1[S:17][C:16]([C:18]2[CH:23]=[CH:22][CH:21]=[C:20]([S:24]([CH3:27])(=[O:26])=[O:25])[CH:19]=2)=[N:15][CH:14]=1)(=[O:10])=[O:9].[C:28](Cl)(=[O:35])[C:29]1[CH:34]=[CH:33][CH:32]=[CH:31][CH:30]=1.C(N(CC)C(C)C)(C)C. Product: [C:28]([N:11]([CH2:12][C:13]1[S:17][C:16]([C:18]2[CH:23]=[CH:22][CH:21]=[C:20]([S:24]([CH3:27])(=[O:25])=[O:26])[CH:19]=2)=[N:15][CH:14]=1)[S:8]([C:3]1[CH:4]=[CH:5][CH:6]=[CH:7][C:2]=1[Cl:1])(=[O:10])=[O:9])(=[O:35])[C:29]1[CH:34]=[CH:33][CH:32]=[CH:31][CH:30]=1. The catalyst class is: 4. (4) Reactant: C([O:4][C:5]1[CH:10]=[CH:9][C:8]([C:11]2[N:15]([CH:16]3[CH2:21][CH2:20][CH2:19][CH2:18][CH2:17]3)[C:14]3[S:22][C:23]([C:25]([O:27][CH3:28])=[O:26])=[CH:24][C:13]=3[N:12]=2)=[CH:7][CH:6]=1)(=O)C.C(=O)([O-])[O-].[K+].[K+]. Product: [CH:16]1([N:15]2[C:14]3[S:22][C:23]([C:25]([O:27][CH3:28])=[O:26])=[CH:24][C:13]=3[N:12]=[C:11]2[C:8]2[CH:9]=[CH:10][C:5]([OH:4])=[CH:6][CH:7]=2)[CH2:17][CH2:18][CH2:19][CH2:20][CH2:21]1. The catalyst class is: 5. (5) Reactant: [NH2:1][C:2]1[CH:7]=[CH:6][C:5](Br)=[CH:4][N:3]=1.[CH3:9][O:10][C:11]1[N:16]=[CH:15][C:14](B(O)O)=[CH:13][CH:12]=1.C(=O)([O-])[O-].[K+].[K+]. Product: [CH3:9][O:10][C:11]1[N:16]=[CH:15][C:14]([C:5]2[CH:6]=[CH:7][C:2]([NH2:1])=[N:3][CH:4]=2)=[CH:13][CH:12]=1. The catalyst class is: 472. (6) The catalyst class is: 3. Reactant: [CH3:1][C:2]1[N:3]=[C:4]2[C:9]([O:10][CH2:11][CH2:12][CH:13]([C:18]([F:21])([F:20])[F:19])[C:14]([F:17])([F:16])[F:15])=[CH:8][C:7]([CH3:22])=[CH:6][N:5]2[C:23]=1[C:24](O)=[O:25].CN(C(ON1N=NC2C=CC=NC1=2)=[N+](C)C)C.F[P-](F)(F)(F)(F)F.CN1CCOCC1.[CH3:58][C:59]([NH2:66])([CH2:62][CH:63]([CH3:65])[CH3:64])[CH2:60][NH2:61]. Product: [NH2:66][C:59]([CH3:58])([CH2:62][CH:63]([CH3:65])[CH3:64])[CH2:60][NH:61][C:24]([C:23]1[N:5]2[CH:6]=[C:7]([CH3:22])[CH:8]=[C:9]([O:10][CH2:11][CH2:12][CH:13]([C:14]([F:16])([F:15])[F:17])[C:18]([F:19])([F:20])[F:21])[C:4]2=[N:3][C:2]=1[CH3:1])=[O:25]. (7) Reactant: [CH2:1]([O:3][C:4]([C:6]1[CH:7]=[N:8][CH:9]=[C:10]([C:12]#[N:13])[CH:11]=1)=[O:5])[CH3:2].Cl.[NH2:15][OH:16].C(N(CC)CC)C. Product: [NH2:13][C:12](=[N:15][OH:16])[C:10]1[CH:9]=[N:8][CH:7]=[C:6]([CH:11]=1)[C:4]([O:3][CH2:1][CH3:2])=[O:5]. The catalyst class is: 5.